Predict the reactants needed to synthesize the given product. From a dataset of Full USPTO retrosynthesis dataset with 1.9M reactions from patents (1976-2016). (1) Given the product [NH2:1][C:2]1[N:3]=[C:4]([O:23][CH2:22][CH2:21][N:20]([CH3:24])[CH3:19])[C:5]([C:13]#[N:14])=[C:6]([C:8]2[O:9][CH:10]=[CH:11][CH:12]=2)[N:7]=1, predict the reactants needed to synthesize it. The reactants are: [NH2:1][C:2]1[N:7]=[C:6]([C:8]2[O:9][CH:10]=[CH:11][CH:12]=2)[C:5]([C:13]#[N:14])=[C:4](S(C)(=O)=O)[N:3]=1.[CH3:19][N:20]([CH3:24])[CH2:21][CH2:22][OH:23].C1CCN2C(=NCCC2)CC1. (2) Given the product [C:1]([O:5][C:6]([NH:8][CH:9]1[CH2:14][CH2:13][N:12]([C:15]([N:17]2[CH2:22][CH:21]([C:23]3[CH:24]=[CH:25][C:26]([O:29][C:30]([F:32])([F:33])[F:31])=[CH:27][CH:28]=3)[CH2:20][CH:19]([C:34]([OH:36])=[O:35])[CH2:18]2)=[O:16])[CH2:11][CH2:10]1)=[O:7])([CH3:4])([CH3:2])[CH3:3], predict the reactants needed to synthesize it. The reactants are: [C:1]([O:5][C:6]([NH:8][CH:9]1[CH2:14][CH2:13][N:12]([C:15]([N:17]2[CH2:22][CH:21]([C:23]3[CH:28]=[CH:27][C:26]([O:29][C:30]([F:33])([F:32])[F:31])=[CH:25][CH:24]=3)[CH2:20][CH:19]([C:34]([O:36]C)=[O:35])[CH2:18]2)=[O:16])[CH2:11][CH2:10]1)=[O:7])([CH3:4])([CH3:3])[CH3:2].CC(C)([O-])C.[K+]. (3) Given the product [CH2:1]([N:3]1[C:15]2[CH:14]=[CH:13][C:12]([C:16]3[N:20]([CH2:30][CH:31]4[CH2:35][CH2:34][CH2:33][O:32]4)[C:19]4[CH:21]=[CH:22][C:23]([C:25]([OH:27])=[O:26])=[CH:24][C:18]=4[N:17]=3)=[CH:11][C:10]=2[C:9]2[C:4]1=[CH:5][CH:6]=[CH:7][CH:8]=2)[CH3:2], predict the reactants needed to synthesize it. The reactants are: [CH2:1]([N:3]1[C:15]2[CH:14]=[CH:13][C:12]([C:16]3[NH:20][C:19]4[CH:21]=[CH:22][C:23]([C:25]([O:27]C)=[O:26])=[CH:24][C:18]=4[N:17]=3)=[CH:11][C:10]=2[C:9]2[C:4]1=[CH:5][CH:6]=[CH:7][CH:8]=2)[CH3:2].Cl[CH2:30][CH:31]1[CH2:35][CH2:34][CH2:33][O:32]1. (4) Given the product [C:1]([C:4]1[C:9]([O:10][CH:11]2[CH2:16][CH2:15][N:14]([C:17]([O:19][C:20]([CH3:23])([CH3:22])[CH3:21])=[O:18])[CH2:13][CH2:12]2)=[CH:8][C:7](=[O:24])[N:6]([C:25]2[CH:30]=[CH:29][C:28]([Cl:31])=[C:27]([Cl:32])[CH:26]=2)[N:5]=1)#[N:2], predict the reactants needed to synthesize it. The reactants are: [C:1]([C:4]1[C:9]([O:10][CH:11]2[CH2:16][CH2:15][N:14]([C:17]([O:19][C:20]([CH3:23])([CH3:22])[CH3:21])=[O:18])[CH2:13][CH2:12]2)=[CH:8][C:7](=[O:24])[N:6]([C:25]2[CH:30]=[CH:29][C:28]([Cl:31])=[C:27]([Cl:32])[CH:26]=2)[N:5]=1)(=O)[NH2:2].C(OC(C(F)(F)F)=O)(C(F)(F)F)=O. (5) Given the product [F:11][C@H:12]1[CH2:16][CH2:15][N:14]([C:2]2[CH:9]=[CH:8][C:5]([C:6]#[N:7])=[CH:4][CH:3]=2)[CH2:13]1, predict the reactants needed to synthesize it. The reactants are: F[C:2]1[CH:9]=[CH:8][C:5]([C:6]#[N:7])=[CH:4][CH:3]=1.Cl.[F:11][C@H:12]1[CH2:16][CH2:15][NH:14][CH2:13]1.C([O-])([O-])=O.[K+].[K+]. (6) Given the product [Cl:1][C:2]1[C:10]([F:11])=[C:9]2[C:5]([C:6]([S:12][C:13]3[C:14]([F:24])=[C:15]([CH:21]=[CH:22][CH:23]=3)[C:16]([O:18][CH2:19][CH3:20])=[O:17])=[CH:7][N:8]2[C:26]2[CH:27]=[N:28][CH:29]=[CH:30][CH:31]=2)=[CH:4][CH:3]=1, predict the reactants needed to synthesize it. The reactants are: [Cl:1][C:2]1[C:10]([F:11])=[C:9]2[C:5]([C:6]([S:12][C:13]3[C:14]([F:24])=[C:15]([CH:21]=[CH:22][CH:23]=3)[C:16]([O:18][CH2:19][CH3:20])=[O:17])=[CH:7][NH:8]2)=[CH:4][CH:3]=1.Br[C:26]1[CH:27]=[N:28][CH:29]=[CH:30][CH:31]=1.N[C@@H]1CCCC[C@H]1N.[O-]P([O-])([O-])=O.[K+].[K+].[K+]. (7) Given the product [CH3:1][C:2]1[C:3]2[CH2:4][C:5]3[C:6](=[CH:10][C:11]4[CH2:17][C:18]5[C:23]([C:14](=[O:15])[C:12]=4[CH:13]=3)=[C:22]([CH3:24])[CH:21]=[CH:20][C:19]=5[CH3:25])[C:7](=[O:8])[C:26]=2[C:27]([CH3:30])=[CH:28][CH:29]=1, predict the reactants needed to synthesize it. The reactants are: [CH3:1][C:2]1[CH:29]=[CH:28][C:27]([CH3:30])=[CH:26][C:3]=1[CH2:4][C:5]1[CH:13]=[C:12]([C:14](O)=[O:15])[C:11]([CH2:17][C:18]2[CH:23]=[C:22]([CH3:24])[CH:21]=[CH:20][C:19]=2[CH3:25])=[CH:10][C:6]=1[C:7](O)=[O:8].